Predict which catalyst facilitates the given reaction. From a dataset of Catalyst prediction with 721,799 reactions and 888 catalyst types from USPTO. (1) Reactant: [C:1]1([C:7]2[CH:12]=[C:11]([C:13]3[CH:18]=[CH:17][CH:16]=[CH:15][CH:14]=3)[N:10]=[C:9]([O:19][CH2:20][CH2:21][CH2:22][CH2:23][C:24]([CH3:42])([CH3:41])[C:25]([NH:27][CH:28]([CH2:33][C:34]3[CH:39]=[CH:38][C:37]([OH:40])=[CH:36][CH:35]=3)[C:29]([O:31]C)=[O:30])=[O:26])[CH:8]=2)[CH:6]=[CH:5][CH:4]=[CH:3][CH:2]=1.O.[OH-].[Li+]. Product: [C:1]1([C:7]2[CH:12]=[C:11]([C:13]3[CH:14]=[CH:15][CH:16]=[CH:17][CH:18]=3)[N:10]=[C:9]([O:19][CH2:20][CH2:21][CH2:22][CH2:23][C:24]([CH3:42])([CH3:41])[C:25]([NH:27][CH:28]([CH2:33][C:34]3[CH:39]=[CH:38][C:37]([OH:40])=[CH:36][CH:35]=3)[C:29]([OH:31])=[O:30])=[O:26])[CH:8]=2)[CH:6]=[CH:5][CH:4]=[CH:3][CH:2]=1. The catalyst class is: 30. (2) Reactant: [CH3:1][O:2][C:3]1[CH:16]=[C:15]([O:17][CH3:18])[CH:14]=[CH:13][C:4]=1[CH2:5][NH:6][C:7]1[CH:12]=[CH:11][N:10]=[CH:9][N:8]=1.[F:19][C:20]1[CH:25]=[C:24]([F:26])[CH:23]=[C:22]([F:27])[C:21]=1[S:28](Cl)(=[O:30])=[O:29].CCCCCCCC. Product: [CH3:1][O:2][C:3]1[CH:16]=[C:15]([O:17][CH3:18])[CH:14]=[CH:13][C:4]=1[CH2:5][N:6]([C:7]1[CH:12]=[CH:11][N:10]=[CH:9][N:8]=1)[S:28]([C:21]1[C:22]([F:27])=[CH:23][C:24]([F:26])=[CH:25][C:20]=1[F:19])(=[O:30])=[O:29]. The catalyst class is: 10. (3) The catalyst class is: 8. Reactant: [C:1]1([S:7]([CH2:10][C:11]2[C:16]([C:17]([O:19][CH2:20][CH3:21])=[O:18])=[C:15]([O:22][CH3:23])[C:14]([C:24]3[CH2:28][CH:27](O)[O:26][N:25]=3)=[CH:13][CH:12]=2)(=[O:9])=[O:8])[CH:6]=[CH:5][CH:4]=[CH:3][CH:2]=1. Product: [C:1]1([S:7]([CH2:10][C:11]2[C:16]([C:17]([O:19][CH2:20][CH3:21])=[O:18])=[C:15]([O:22][CH3:23])[C:14]([C:24]3[CH:28]=[CH:27][O:26][N:25]=3)=[CH:13][CH:12]=2)(=[O:9])=[O:8])[CH:6]=[CH:5][CH:4]=[CH:3][CH:2]=1. (4) Reactant: [C:1]([C:5]1[N:6]=[C:7](Cl)[C:8]2[N:9]([C:11](=[O:14])[NH:12][N:13]=2)[CH:10]=1)([CH3:4])([CH3:3])[CH3:2].[CH3:16][N:17]([CH3:22])[CH2:18][CH2:19][CH2:20][NH2:21]. Product: [C:1]([C:5]1[N:6]=[C:7]([NH:21][CH2:20][CH2:19][CH2:18][N:17]([CH3:22])[CH3:16])[C:8]2[N:9]([C:11](=[O:14])[NH:12][N:13]=2)[CH:10]=1)([CH3:4])([CH3:3])[CH3:2]. The catalyst class is: 3. (5) Reactant: [NH2:1][C:2]1[CH:10]=[C:9]2[C:5]([C:6]([CH3:20])([CH3:19])[C:7](=[O:18])[N:8]2[CH2:11][CH2:12][CH2:13][S:14][CH:15]2[CH2:17][CH2:16]2)=[CH:4][CH:3]=1.[C:21](Cl)(=[O:28])[C:22]1[CH:27]=[CH:26][N:25]=[CH:24][CH:23]=1.CCN(C(C)C)C(C)C. Product: [CH:15]1([S:14][CH2:13][CH2:12][CH2:11][N:8]2[C:9]3[C:5](=[CH:4][CH:3]=[C:2]([NH:1][C:21](=[O:28])[C:22]4[CH:27]=[CH:26][N:25]=[CH:24][CH:23]=4)[CH:10]=3)[C:6]([CH3:20])([CH3:19])[C:7]2=[O:18])[CH2:17][CH2:16]1. The catalyst class is: 4. (6) Reactant: [I:1][C:2]1[CH:3]=[C:4]([C:7]([O:9][CH3:10])=[O:8])[NH:5][CH:6]=1.C(N(CC)CC)C.[C:18]1([CH3:30])[CH:23]=[CH:22][C:21]([C:24]([S:26](Cl)(=[O:28])=[O:27])=[O:25])=[CH:20][CH:19]=1. Product: [I:1][C:2]1[CH:3]=[C:4]([C:7]([O:9][CH3:10])=[O:8])[N:5]([S:26]([C:24]([C:21]2[CH:22]=[CH:23][C:18]([CH3:30])=[CH:19][CH:20]=2)=[O:25])(=[O:28])=[O:27])[CH:6]=1. The catalyst class is: 4. (7) Product: [F:19][C:10]1[C:9](=[O:20])[NH:8][C:7]([CH2:6][C:5]([O-:21])=[O:4])=[N:12][C:11]=1[N:13]1[CH2:14][CH2:15][O:16][CH2:17][CH2:18]1.[Na+:2]. The catalyst class is: 1. Reactant: [OH-].[Na+:2].C[O:4][C:5](=[O:21])[CH2:6][C:7]1[NH:8][C:9](=[O:20])[C:10]([F:19])=[C:11]([N:13]2[CH2:18][CH2:17][O:16][CH2:15][CH2:14]2)[N:12]=1.